From a dataset of Full USPTO retrosynthesis dataset with 1.9M reactions from patents (1976-2016). Predict the reactants needed to synthesize the given product. (1) Given the product [Cl:1][C:2]([Cl:7])([Cl:6])[C:3]1[O:4][N:11]=[C:10]([C:12]2[CH:21]=[CH:20][C:19]3[C:14](=[CH:15][CH:16]=[CH:17][CH:18]=3)[N:13]=2)[N:9]=1, predict the reactants needed to synthesize it. The reactants are: [Cl:1][C:2]([Cl:7])([Cl:6])[C:3](Cl)=[O:4].O[N:9]=[C:10]([C:12]1[CH:21]=[CH:20][C:19]2[C:14](=[CH:15][CH:16]=[CH:17][CH:18]=2)[N:13]=1)[NH2:11].ClC(Cl)(Cl)C(O)=O. (2) Given the product [CH:13]1([C@@H:19]([NH:21][C:10]([C:6]2[CH:5]=[C:4]3[C:9](=[CH:8][CH:7]=2)[NH:1][N:2]=[CH:3]3)=[O:12])[CH3:20])[CH2:18][CH2:17][CH2:16][CH2:15][CH2:14]1, predict the reactants needed to synthesize it. The reactants are: [NH:1]1[C:9]2[C:4](=[CH:5][C:6]([C:10]([OH:12])=O)=[CH:7][CH:8]=2)[CH:3]=[N:2]1.[CH:13]1([C@@H:19]([NH2:21])[CH3:20])[CH2:18][CH2:17][CH2:16][CH2:15][CH2:14]1.CN(C(ON1N=NC2C=CC=CC1=2)=[N+](C)C)C.[B-](F)(F)(F)F.CCN(C(C)C)C(C)C. (3) Given the product [CH2:29]([NH:28][C:26]([C:22]1[S:21][C:20]([N:17]2[CH:10]=[C:9]([C:11]3[CH:12]=[N:13][CH:14]=[CH:15][CH:16]=3)[N:19]=[N:18]2)=[N:24][C:23]=1[CH3:25])=[O:27])[C:30]1[CH:31]=[CH:32][CH:33]=[CH:34][CH:35]=1, predict the reactants needed to synthesize it. The reactants are: C1(C#C)C=CC=CC=1.[C:9]([C:11]1[CH:12]=[N:13][CH:14]=[CH:15][CH:16]=1)#[CH:10].[N:17]([C:20]1[S:21][C:22]([C:26]([NH:28][CH2:29][C:30]2[CH:35]=[CH:34][CH:33]=[CH:32][CH:31]=2)=[O:27])=[C:23]([CH3:25])[N:24]=1)=[N+:18]=[N-:19]. (4) The reactants are: [C:1]([C:3]1[CH:4]=[C:5]([NH:9][C:10](=S)[C:11]2[CH:16]=[C:15]([N+:17]([O-:19])=[O:18])[CH:14]=[CH:13][C:12]=2F)[CH:6]=[CH:7][CH:8]=1)#[N:2].O.[NH2:23][NH2:24]. Given the product [N+:17]([C:15]1[CH:16]=[C:11]2[C:12](=[CH:13][CH:14]=1)[NH:24][N:23]=[C:10]2[NH:9][C:5]1[CH:4]=[C:3]([CH:8]=[CH:7][CH:6]=1)[C:1]#[N:2])([O-:19])=[O:18], predict the reactants needed to synthesize it.